This data is from Full USPTO retrosynthesis dataset with 1.9M reactions from patents (1976-2016). The task is: Predict the reactants needed to synthesize the given product. (1) Given the product [CH3:1][O:2][C:3]1[CH:4]=[C:5]([CH2:9][CH2:10][CH2:11][O:12][S:21]([CH3:20])(=[O:23])=[O:22])[CH:6]=[CH:7][CH:8]=1, predict the reactants needed to synthesize it. The reactants are: [CH3:1][O:2][C:3]1[CH:4]=[C:5]([CH2:9][CH2:10][CH2:11][OH:12])[CH:6]=[CH:7][CH:8]=1.CCN(CC)CC.[CH3:20][S:21](Cl)(=[O:23])=[O:22]. (2) Given the product [C:41]1([N:47]2[C:59]3[CH:58]=[CH:57][C:56]([C:24]4[CH:34]=[C:33]([C:35]([O:37][CH2:38][CH3:39])=[O:36])[C:32]([C:18]5[CH:19]=[CH:20][C:15]6[N:47]([C:41]7[CH:42]=[CH:43][CH:44]=[CH:45][CH:46]=7)[C:48]7[C:21]([C:16]=6[CH:17]=5)=[CH:52][CH:51]=[CH:50][CH:49]=7)=[CH:31][C:25]=4[C:26]([O:28][CH2:29][CH3:30])=[O:27])=[CH:55][C:54]=3[C:53]3[C:48]2=[CH:49][CH:50]=[CH:51][CH:52]=3)[CH:46]=[CH:45][CH:44]=[CH:43][CH:42]=1, predict the reactants needed to synthesize it. The reactants are: [C:16]1([CH3:21])[CH:17]=[CH:18][CH:19]=[CH:20][C:15]=1P([C:15]1[CH:20]=[CH:19][CH:18]=[CH:17][C:16]=1[CH3:21])[C:15]1[CH:20]=[CH:19][CH:18]=[CH:17][C:16]=1[CH3:21].Br[C:24]1[CH:34]=[C:33]([C:35]([O:37][CH2:38][CH3:39])=[O:36])[C:32](Br)=[CH:31][C:25]=1[C:26]([O:28][CH2:29][CH3:30])=[O:27].[C:41]1([N:47]2[C:59]3[CH:58]=[CH:57][C:56](B(O)O)=[CH:55][C:54]=3[C:53]3[C:48]2=[CH:49][CH:50]=[CH:51][CH:52]=3)[CH:46]=[CH:45][CH:44]=[CH:43][CH:42]=1.P([O-])([O-])([O-])=O.[K+].[K+].[K+]. (3) Given the product [N+:14]([C:5]1[CH:4]=[CH:3][C:2]([N:17]2[CH2:22][CH2:21][O:20][CH2:19][CH2:18]2)=[CH:7][C:6]=1[N:8]1[CH2:13][CH2:12][CH2:11][CH2:10][CH2:9]1)([O-:16])=[O:15], predict the reactants needed to synthesize it. The reactants are: Cl[C:2]1[CH:3]=[CH:4][C:5]([N+:14]([O-:16])=[O:15])=[C:6]([N:8]2[CH2:13][CH2:12][CH2:11][CH2:10][CH2:9]2)[CH:7]=1.[NH:17]1[CH2:22][CH2:21][O:20][CH2:19][CH2:18]1.